This data is from Forward reaction prediction with 1.9M reactions from USPTO patents (1976-2016). The task is: Predict the product of the given reaction. (1) The product is: [N:27]1([CH2:26][CH2:25][CH2:24][N:18]2[CH2:19][CH2:20][N:21]([C:2]3[N:7]=[CH:6][N:5]=[C:4]([NH2:8])[CH:3]=3)[CH2:22][CH2:23]2)[CH2:28][CH2:29][O:30][CH2:31][CH2:32]1. Given the reactants Cl[C:2]1[N:7]=[CH:6][N:5]=[C:4]([NH2:8])[CH:3]=1.C(N(C(C)C)CC)(C)C.[N:18]1([CH2:24][CH2:25][CH2:26][N:27]2[CH2:32][CH2:31][O:30][CH2:29][CH2:28]2)[CH2:23][CH2:22][NH:21][CH2:20][CH2:19]1, predict the reaction product. (2) Given the reactants [CH2:1]([O:3][C:4]([C:6]1[C:15]2[C:10](=[CH:11][C:12]([C:17]#[CH:18])=[C:13]([CH3:16])[CH:14]=2)[C:9]([CH3:20])([CH3:19])[CH2:8][CH:7]=1)=[O:5])[CH3:2].[CH3:21][O:22][C:23](=[O:33])[CH2:24][C:25]1[CH:30]=[CH:29][C:28](I)=[CH:27][C:26]=1[F:32].C(N(CC)CC)C.C(OCC)(=O)C, predict the reaction product. The product is: [CH2:1]([O:3][C:4]([C:6]1[C:15]2[C:10](=[CH:11][C:12]([C:17]#[C:18][C:28]3[CH:29]=[CH:30][C:25]([CH2:24][C:23]([O:22][CH3:21])=[O:33])=[C:26]([F:32])[CH:27]=3)=[C:13]([CH3:16])[CH:14]=2)[C:9]([CH3:19])([CH3:20])[CH2:8][CH:7]=1)=[O:5])[CH3:2]. (3) Given the reactants [F:1][C:2]1[C:8]([F:9])=[CH:7][CH:6]=[C:5]([N+:10]([O-:12])=[O:11])[C:3]=1[NH2:4].[Cl:13]N1C(=O)CCC1=O, predict the reaction product. The product is: [Cl:13][C:7]1[CH:6]=[C:5]([N+:10]([O-:12])=[O:11])[C:3]([NH2:4])=[C:2]([F:1])[C:8]=1[F:9]. (4) Given the reactants [Mg].[CH2:2]([O:4][C:5](=[O:17])[CH2:6][O:7][C:8]1[CH:13]=[C:12]([Cl:14])[CH:11]=[CH:10][C:9]=1[CH:15]=O)C, predict the reaction product. The product is: [CH3:2][O:4][C:5]([C:6]1[O:7][C:8]2[CH:13]=[C:12]([Cl:14])[CH:11]=[CH:10][C:9]=2[CH:15]=1)=[O:17]. (5) Given the reactants [OH:1][C:2]1[CH:3]=[C:4]([CH2:10][C:11]([OH:13])=[O:12])[CH:5]=[CH:6][C:7]=1[O:8][CH3:9].S(Cl)(Cl)=O.[CH3:18]O, predict the reaction product. The product is: [CH3:18][O:12][C:11](=[O:13])[CH2:10][C:4]1[CH:5]=[CH:6][C:7]([O:8][CH3:9])=[C:2]([OH:1])[CH:3]=1. (6) Given the reactants [F:1][C:2]1[CH:3]=[C:4]([CH:22]=[CH:23][C:24]=1[F:25])[CH2:5][O:6][C:7]1[CH:20]=[C:11]2[N:12]([CH2:16][C:17]([OH:19])=O)[CH2:13][CH2:14][CH2:15][N:10]2[C:9](=[O:21])[N:8]=1.[F:26][CH:27]1[CH2:32][CH2:31][NH:30][CH2:29][CH2:28]1, predict the reaction product. The product is: [F:1][C:2]1[CH:3]=[C:4]([CH:22]=[CH:23][C:24]=1[F:25])[CH2:5][O:6][C:7]1[CH:20]=[C:11]2[N:12]([CH2:16][C:17]([N:30]3[CH2:31][CH2:32][CH:27]([F:26])[CH2:28][CH2:29]3)=[O:19])[CH2:13][CH2:14][CH2:15][N:10]2[C:9](=[O:21])[N:8]=1. (7) Given the reactants F[C:2]1[CH:7]=[CH:6][C:5]([N+:8]([O-:10])=[O:9])=[CH:4][CH:3]=1.[N:11]1([C:16]2[CH:21]=[CH:20][C:19]([OH:22])=[CH:18][CH:17]=2)[CH:15]=[N:14][CH:13]=[N:12]1.C(=O)([O-])[O-].[K+].[K+], predict the reaction product. The product is: [N+:8]([C:5]1[CH:6]=[CH:7][C:2]([O:22][C:19]2[CH:18]=[CH:17][C:16]([N:11]3[CH:15]=[N:14][CH:13]=[N:12]3)=[CH:21][CH:20]=2)=[CH:3][CH:4]=1)([O-:10])=[O:9].